From a dataset of Forward reaction prediction with 1.9M reactions from USPTO patents (1976-2016). Predict the product of the given reaction. (1) Given the reactants CC1C=CN=C([C:8]2[O:9][C:10]3[CH2:11][N:12]([C:17]4[CH:18]=[C:19]([CH:22]=[CH:23][CH:24]=4)[C:20]#[N:21])[CH2:13][CH2:14][C:15]=3[N:16]=2)C=1.[N:25]1[CH:30]=[CH:29][CH:28]=[C:27]([C:31]2[O:32][C:33]3[CH2:34][N:35]([C:40]([O:42][CH2:43][C:44]4[CH:49]=[CH:48][CH:47]=[CH:46][CH:45]=4)=[O:41])[CH2:36][CH2:37][C:38]=3[N:39]=2)[CH:26]=1.C(O)(=O)C1C=CC=NC=1, predict the reaction product. The product is: [N:25]1[CH:30]=[CH:29][CH:28]=[C:27]([C:8]2[O:9][C:10]3[CH2:11][N:12]([C:17]4[CH:18]=[C:19]([CH:22]=[CH:23][CH:24]=4)[C:20]#[N:21])[CH2:13][CH2:14][C:15]=3[N:16]=2)[CH:26]=1.[N:25]1[CH:30]=[CH:29][CH:28]=[C:27]([C:31]2[O:32][C:33]3[CH2:34][N:35]([C:40]([O:42][CH2:43][C:44]4[CH:49]=[CH:48][CH:47]=[CH:46][CH:45]=4)=[O:41])[CH2:36][CH2:37][C:38]=3[N:39]=2)[CH:26]=1. (2) Given the reactants S=C1[N:6]([C:7]([O:9][CH2:10][C:11]2[CH:16]=[CH:15][C:14]([O:17][C:18](=[O:20])[CH3:19])=[C:13]([O:21][CH3:22])[CH:12]=2)=[O:8])[CH2:5][CH2:4]S1.C(N)[C:24]1[CH:29]=[CH:28]C=[CH:26][CH:25]=1, predict the reaction product. The product is: [C:18]([O:17][C:14]1[CH:15]=[CH:16][C:11]([CH2:10][O:9][C:7](=[O:8])[NH:6][CH2:5][C:4]2[CH:28]=[CH:29][CH:24]=[CH:25][CH:26]=2)=[CH:12][C:13]=1[O:21][CH3:22])(=[O:20])[CH3:19]. (3) Given the reactants [NH2:1][C:2]1[CH:3]=[CH:4][C:5]([CH3:21])=[C:6]([C:8]2[CH:13]=[CH:12][C:11]([C:14]([NH:16][CH2:17][CH:18]3[CH2:20][CH2:19]3)=[O:15])=[CH:10][CH:9]=2)[CH:7]=1.[O:22]1[C:26]([C:27](O)=[O:28])=[CH:25][CH:24]=[N:23]1, predict the reaction product. The product is: [CH:18]1([CH2:17][NH:16][C:14]([C:11]2[CH:12]=[CH:13][C:8]([C:6]3[C:5]([CH3:21])=[CH:4][CH:3]=[C:2]([NH:1][C:27]([C:26]4[O:22][N:23]=[CH:24][CH:25]=4)=[O:28])[CH:7]=3)=[CH:9][CH:10]=2)=[O:15])[CH2:20][CH2:19]1. (4) Given the reactants [N:1]1[CH:6]=[CH:5][CH:4]=[C:3]([C:7]2[CH:8]=[C:9]3[C:14](=[CH:15][CH:16]=2)[NH:13][C:12](=O)[CH2:11][CH2:10]3)[CH:2]=1.COC1C=CC(P2(=S)SP(=S)(C3C=CC(OC)=CC=3)[S:27]2)=CC=1, predict the reaction product. The product is: [N:1]1[CH:6]=[CH:5][CH:4]=[C:3]([C:7]2[CH:8]=[C:9]3[C:14](=[CH:15][CH:16]=2)[NH:13][C:12](=[S:27])[CH2:11][CH2:10]3)[CH:2]=1. (5) Given the reactants [C:1]([CH2:3][C:4]([NH:6][CH:7]([C:11]1[CH:16]=[CH:15][C:14]([O:17][CH2:18][CH2:19]N(CC)CC)=[CH:13][CH:12]=1)[CH2:8][CH2:9][CH3:10])=[O:5])#[N:2].NC(C1C=CC(OCC[O:37][CH2:38][CH2:39][O:40][CH2:41][CH2:42][N:43]([C:51]([O:53][C:54]([CH3:57])([CH3:56])[CH3:55])=[O:52])[C:44]([O:46][C:47]([CH3:50])([CH3:49])[CH3:48])=[O:45])=CC=1)CCC, predict the reaction product. The product is: [C:1]([CH2:3][C:4]([NH:6][CH:7]([C:11]1[CH:12]=[CH:13][C:14]([O:17][CH2:18][CH2:19][O:37][CH2:38][CH2:39][O:40][CH2:41][CH2:42][N:43]([C:51]([O:53][C:54]([CH3:57])([CH3:56])[CH3:55])=[O:52])[C:44]([O:46][C:47]([CH3:48])([CH3:49])[CH3:50])=[O:45])=[CH:15][CH:16]=1)[CH2:8][CH2:9][CH3:10])=[O:5])#[N:2]. (6) The product is: [CH2:11]([N:5]1[C:6]2[C:7]([OH:9])=[N:18][CH:17]=[N:1][C:2]=2[CH:3]=[N:4]1)[CH3:12]. Given the reactants [NH2:1][C:2]1[CH:3]=[N:4][N:5]([CH2:11][CH3:12])[C:6]=1[C:7]([O:9]C)=O.C(O)(=O)C.[CH:17](N)=[NH:18].CCN(C(C)C)C(C)C, predict the reaction product. (7) Given the reactants [CH2:1]([CH:7]1[C:10](=[O:11])[O:9][CH:8]1[CH2:12][CH:13]([O:25]C(=O)C(NC=O)CC(C)C)[CH2:14][CH2:15][CH:16]=[CH:17][CH2:18][CH2:19][CH2:20][CH2:21][CH2:22][CH2:23][CH3:24])[CH2:2][CH2:3][CH2:4][CH2:5][CH3:6], predict the reaction product. The product is: [CH2:1]([C@H:7]1[C@H:8]([CH2:12][C@H:13]([OH:25])[CH2:14][CH2:15][CH2:16][CH2:17][CH2:18][CH2:19][CH2:20][CH2:21][CH2:22][CH2:23][CH3:24])[O:9][C:10]1=[O:11])[CH2:2][CH2:3][CH2:4][CH2:5][CH3:6]. (8) Given the reactants [CH3:1][C:2]1[CH:7]=[CH:6][CH:5]=[C:4]([CH3:8])[C:3]=1[C:9]1[C:17]2[O:16][CH:15]([CH2:18][NH2:19])[CH2:14][C:13]=2[CH:12]=[CH:11][CH:10]=1.C(N(C(C)C)CC)(C)C.Cl[C:30]([O:32][CH2:33][C:34]1[CH:39]=[CH:38][CH:37]=[CH:36][CH:35]=1)=[O:31], predict the reaction product. The product is: [CH2:33]([O:32][C:30](=[O:31])[NH:19][CH2:18][CH:15]1[CH2:14][C:13]2[CH:12]=[CH:11][CH:10]=[C:9]([C:3]3[C:4]([CH3:8])=[CH:5][CH:6]=[CH:7][C:2]=3[CH3:1])[C:17]=2[O:16]1)[C:34]1[CH:39]=[CH:38][CH:37]=[CH:36][CH:35]=1.